This data is from Forward reaction prediction with 1.9M reactions from USPTO patents (1976-2016). The task is: Predict the product of the given reaction. (1) Given the reactants [CH2:1]([CH:4]([C:10]([O:12]CC)=O)[C:5]([O:7]CC)=O)[C:2]#[CH:3].[Na].Cl.[C:17]([NH2:20])(=[NH:19])[CH3:18], predict the reaction product. The product is: [CH3:18][C:17]1[NH:20][C:5](=[O:7])[C:4]([CH2:1][C:2]#[CH:3])=[C:10]([OH:12])[N:19]=1. (2) Given the reactants [C:1]([O:5][C:6](=[O:21])[NH:7][C:8]1[C:9]([C:13]2[CH:18]=[CH:17][C:16]([C:19]#N)=[CH:15][CH:14]=2)=[N:10][O:11][CH:12]=1)([CH3:4])([CH3:3])[CH3:2].CC(C[AlH]CC(C)C)C.[C@H](O)(C([O-])=O)[C@@H](O)C([O-])=[O:34].[Na+].[K+], predict the reaction product. The product is: [C:1]([O:5][C:6](=[O:21])[NH:7][C:8]1[C:9]([C:13]2[CH:18]=[CH:17][C:16]([CH:19]=[O:34])=[CH:15][CH:14]=2)=[N:10][O:11][CH:12]=1)([CH3:4])([CH3:3])[CH3:2]. (3) Given the reactants C[Al](C)C.[Cl-].[NH4+:6].[CH3:7][O:8][C:9]1[CH:14]=[CH:13][C:12]([C:15]2[CH:20]=[CH:19][C:18]([C:21]([O:23]CC)=O)=[CH:17][CH:16]=2)=[CH:11][C:10]=1[C:26]1[CH:31]=[CH:30][CH:29]=[C:28]([N+:32]([O-:34])=[O:33])[CH:27]=1, predict the reaction product. The product is: [CH3:7][O:8][C:9]1[CH:14]=[CH:13][C:12]([C:15]2[CH:16]=[CH:17][C:18]([C:21]([NH2:6])=[O:23])=[CH:19][CH:20]=2)=[CH:11][C:10]=1[C:26]1[CH:31]=[CH:30][CH:29]=[C:28]([N+:32]([O-:34])=[O:33])[CH:27]=1. (4) Given the reactants I[C:2]1[CH:9]=[CH:8][C:5]([CH:6]=[O:7])=[CH:4][CH:3]=1.[CH2:10]([O:12][CH:13]([O:16]CC)[CH:14]=[CH2:15])[CH3:11].C(N(CC)CC)C, predict the reaction product. The product is: [CH2:10]([O:12][C:13](=[O:16])[CH2:14][CH2:15][C:2]1[CH:9]=[CH:8][C:5]([CH:6]=[O:7])=[CH:4][CH:3]=1)[CH3:11]. (5) Given the reactants [O:1]=[C:2]1[NH:11][C:10]2[N:9]=[CH:8][CH:7]=[C:6]([O:12][C:13]3[CH:14]=[CH:15][C:16]4[O:20][C@@H:19]5[C@@H:21]([NH:22]C(=O)OC(C)(C)C)[C@@H:18]5[C:17]=4[CH:30]=3)[C:5]=2[CH2:4][CH2:3]1.Cl, predict the reaction product. The product is: [NH2:22][C@H:21]1[C@H:18]2[C@@H:19]1[O:20][C:16]1[CH:15]=[CH:14][C:13]([O:12][C:6]3[CH:7]=[CH:8][N:9]=[C:10]4[C:5]=3[CH2:4][CH2:3][C:2](=[O:1])[NH:11]4)=[CH:30][C:17]=12. (6) Given the reactants [OH:1][C:2]1[C:11]2[C:6](=[CH:7][CH:8]=[C:9](I)[CH:10]=2)[N:5]([CH3:13])[C:4](=[O:14])[C:3]=1[C:15]([NH:17][CH2:18][C:19]([O:21][CH2:22][CH3:23])=[O:20])=[O:16].[Cu](C#N)[C:25]#[N:26], predict the reaction product. The product is: [C:25]([C:9]1[CH:10]=[C:11]2[C:6](=[CH:7][CH:8]=1)[N:5]([CH3:13])[C:4](=[O:14])[C:3]([C:15]([NH:17][CH2:18][C:19]([O:21][CH2:22][CH3:23])=[O:20])=[O:16])=[C:2]2[OH:1])#[N:26]. (7) Given the reactants [CH2:1]([O:3][C:4]([C:6]1[NH:7][C:8]2[C:13]([CH:14]=1)=[CH:12][C:11]([O:15][Si:16]([C:19]([CH3:22])([CH3:21])[CH3:20])([CH3:18])[CH3:17])=[CH:10][CH:9]=2)=[O:5])[CH3:2].CC(C)([O-])C.[K+].[C:29]([O:33][C:34]([N:36]1[CH2:40][CH2:39]OS1(=O)=O)=[O:35])([CH3:32])([CH3:31])[CH3:30], predict the reaction product. The product is: [CH2:1]([O:3][C:4]([C:6]1[N:7]([CH2:39][CH2:40][NH:36][C:34]([O:33][C:29]([CH3:32])([CH3:31])[CH3:30])=[O:35])[C:8]2[C:13]([CH:14]=1)=[CH:12][C:11]([O:15][Si:16]([C:19]([CH3:21])([CH3:20])[CH3:22])([CH3:18])[CH3:17])=[CH:10][CH:9]=2)=[O:5])[CH3:2]. (8) Given the reactants Cl([O-])=O.[Na+].NS(O)(=O)=[O:7].[Cl:10][C:11]1[CH:35]=[CH:34][CH:33]=[CH:32][C:12]=1[O:13][C:14]1[N:21]=[C:20]([C:22]2[CH:27]=[CH:26][C:25]([C:28]([F:31])([F:30])[F:29])=[CH:24][CH:23]=2)[CH:19]=[CH:18][C:15]=1[CH:16]=[O:17], predict the reaction product. The product is: [Cl:10][C:11]1[CH:35]=[CH:34][CH:33]=[CH:32][C:12]=1[O:13][C:14]1[N:21]=[C:20]([C:22]2[CH:27]=[CH:26][C:25]([C:28]([F:30])([F:29])[F:31])=[CH:24][CH:23]=2)[CH:19]=[CH:18][C:15]=1[C:16]([OH:7])=[O:17]. (9) Given the reactants [N+:1]([C:4]1[CH:5]=[C:6]([CH:12]=[CH:13][CH:14]=1)[CH:7]=[CH:8][C:9](Cl)=[O:10])([O-:3])=[O:2].[N+:15]([C:18]1[CH:19]=[C:20]([OH:24])[CH:21]=[CH:22][CH:23]=1)([O-:17])=[O:16].N1C=CC=CC=1, predict the reaction product. The product is: [N+:15]([C:18]1[CH:19]=[C:20]([O:24][C:9](=[O:10])[CH:8]=[CH:7][C:6]2[CH:12]=[CH:13][CH:14]=[C:4]([N+:1]([O-:3])=[O:2])[CH:5]=2)[CH:21]=[CH:22][CH:23]=1)([O-:17])=[O:16]. (10) Given the reactants [NH2:1][C:2]1[C:7]([Cl:8])=[CH:6][N:5]=[CH:4][C:3]=1[Cl:9].[H-].[Na+].[N+](C1C=CC([O:21][C:22]([C:24]2[C:25]3[N:26]([N:32]=[C:33]([CH:35]([CH3:37])[CH3:36])[CH:34]=3)[C:27]([O:30][CH3:31])=[CH:28][CH:29]=2)=O)=CC=1)([O-])=O.[Cl-].[NH4+], predict the reaction product. The product is: [Cl:9][C:3]1[CH:4]=[N:5][CH:6]=[C:7]([Cl:8])[C:2]=1[NH:1][C:22]([C:24]1[C:25]2[N:26]([N:32]=[C:33]([CH:35]([CH3:37])[CH3:36])[CH:34]=2)[C:27]([O:30][CH3:31])=[CH:28][CH:29]=1)=[O:21].